Predict which catalyst facilitates the given reaction. From a dataset of Catalyst prediction with 721,799 reactions and 888 catalyst types from USPTO. (1) Reactant: [CH2:1]([O:4][C:5](=[O:22])[NH:6][C:7]1[CH:8]=[C:9]2[C:13](=[CH:14][CH:15]=1)[NH:12][CH:11]=[C:10]2[CH2:16][CH2:17][NH:18][C:19](=[O:21])[CH3:20])[CH:2]=[CH2:3].B.C1C[O:27]CC1.[OH-].[Na+].OO. Product: [OH:27][CH2:3][CH2:2][CH2:1][O:4][C:5](=[O:22])[NH:6][C:7]1[CH:8]=[C:9]2[C:13](=[CH:14][CH:15]=1)[NH:12][CH:11]=[C:10]2[CH2:16][CH2:17][NH:18][C:19](=[O:21])[CH3:20]. The catalyst class is: 1. (2) Reactant: [NH2:1][C:2]1[CH:7]=[C:6]([O:8][C:9]([F:12])([F:11])[F:10])[CH:5]=[CH:4][C:3]=1[OH:13].[C:14](N1C=CN=C1)(N1C=CN=C1)=[O:15].CC#N.O.FC(F)(F)C(O)=O. Product: [F:12][C:9]([F:10])([F:11])[O:8][C:6]1[CH:5]=[CH:4][C:3]2[O:13][C:14](=[O:15])[NH:1][C:2]=2[CH:7]=1. The catalyst class is: 7. (3) Reactant: N([O-])=O.[Na+].FC(F)(F)C([O-])=O.N[C:13]1[CH:18]=[CH:17][N:16]2[N:19]=[CH:20][C:21]([C:22]([O:24][CH2:25][CH3:26])=[O:23])=[C:15]2[CH:14]=1.[OH-].[Na+].[BrH:29]. Product: [Br:29][C:13]1[CH:18]=[CH:17][N:16]2[N:19]=[CH:20][C:21]([C:22]([O:24][CH2:25][CH3:26])=[O:23])=[C:15]2[CH:14]=1. The catalyst class is: 6. (4) Reactant: [CH2:1]([S:3][C:4]1[N:8]2[C:9]([Sn](CCCC)(CCCC)CCCC)=[CH:10][CH:11]=[CH:12][C:7]2=[CH:6][N:5]=1)[CH3:2].Br[C:27]1[C:36]2[C:31](=[CH:32][CH:33]=[CH:34][CH:35]=2)[CH:30]=[CH:29][CH:28]=1.C(P(C(C)(C)C)C(C)(C)C)(C)(C)C.[F-].[Cs+]. Product: [CH2:1]([S:3][C:4]1[N:8]2[C:9]([C:35]3[C:36]4[C:31](=[CH:30][CH:29]=[CH:28][CH:27]=4)[CH:32]=[CH:33][CH:34]=3)=[CH:10][CH:11]=[CH:12][C:7]2=[CH:6][N:5]=1)[CH3:2]. The catalyst class is: 472.